Dataset: Forward reaction prediction with 1.9M reactions from USPTO patents (1976-2016). Task: Predict the product of the given reaction. (1) Given the reactants C[O:2][C:3](=[O:40])[C:4]1[CH:9]=[CH:8][CH:7]=[CH:6][C:5]=1[CH2:10][N:11]1[C:15](=[O:16])/[C:14](=[CH:17]/[C:18]2[CH:19]=[C:20]3[C:24](=[CH:25][CH:26]=2)[N:23]([CH2:27][C:28]2[CH:33]=[CH:32][C:31]([Cl:34])=[CH:30][C:29]=2[C:35]([F:38])([F:37])[F:36])[N:22]=[CH:21]3)/[S:13][C:12]1=[O:39].C(CN)O, predict the reaction product. The product is: [Cl:34][C:31]1[CH:32]=[CH:33][C:28]([CH2:27][N:23]2[C:24]3[C:20](=[CH:19][C:18](/[CH:17]=[C:14]4/[C:15](=[O:16])[N:11]([CH2:10][C:5]5[CH:6]=[CH:7][CH:8]=[CH:9][C:4]=5[C:3]([OH:40])=[O:2])[C:12](=[O:39])[S:13]/4)=[CH:26][CH:25]=3)[CH:21]=[N:22]2)=[C:29]([C:35]([F:37])([F:36])[F:38])[CH:30]=1. (2) Given the reactants [CH3:1][N:2]1[CH:9]=[CH:8][C:6](=[O:7])[N:5]([CH3:10])[C:3]1=[O:4].S(=O)(=O)(O)O.[F:16][C:17](I)([F:19])[F:18].OO, predict the reaction product. The product is: [CH3:1][N:2]1[CH:9]=[C:8]([C:17]([F:19])([F:18])[F:16])[C:6](=[O:7])[N:5]([CH3:10])[C:3]1=[O:4]. (3) Given the reactants [CH3:1][N:2]([CH3:12])[C:3]1[CH:11]=[CH:10][C:6]([C:7]([OH:9])=[O:8])=[CH:5][CH:4]=1.[H-].[Na+].Cl[CH2:16][CH2:17][OH:18], predict the reaction product. The product is: [OH:18][CH2:17][CH2:16][O:8][C:7](=[O:9])[C:6]1[CH:10]=[CH:11][C:3]([N:2]([CH3:12])[CH3:1])=[CH:4][CH:5]=1. (4) Given the reactants [Br:1][C:2]1[CH:3]=[C:4]2[C:9](=[CH:10][CH:11]=1)[NH:8][C:7](=[O:12])[CH2:6][CH2:5]2.[C:13](=O)([O-])[O-].[K+].[K+].CI, predict the reaction product. The product is: [Br:1][C:2]1[CH:3]=[C:4]2[C:9](=[CH:10][CH:11]=1)[N:8]([CH3:13])[C:7](=[O:12])[CH2:6][CH2:5]2. (5) Given the reactants [F:1][C:2]1[CH:7]=[C:6]([F:8])[CH:5]=[CH:4][C:3]=1[C@:9]([OH:24])([C@H:16]([S:18][CH:19]([CH2:22][OH:23])[CH2:20][OH:21])[CH3:17])[CH2:10][N:11]1[CH:15]=[N:14][CH:13]=[N:12]1.[F:25][C:26]1[CH:35]=[CH:34][C:29](/[CH:30]=[CH:31]/[CH:32]=O)=[CH:28][CH:27]=1, predict the reaction product. The product is: [F:1][C:2]1[CH:7]=[C:6]([F:8])[CH:5]=[CH:4][C:3]=1[C@:9]([OH:24])([C@H:16]([S:18][C@@H:19]1[CH2:20][O:21][C@@H:32](/[CH:31]=[CH:30]/[C:29]2[CH:34]=[CH:35][C:26]([F:25])=[CH:27][CH:28]=2)[O:23][CH2:22]1)[CH3:17])[CH2:10][N:11]1[CH:15]=[N:14][CH:13]=[N:12]1.